From a dataset of Reaction yield outcomes from USPTO patents with 853,638 reactions. Predict the reaction yield, written as a fraction of the theoretical maximum amount of product (1.0 means a 100% yield; for example, 0.34 means a 34% yield). (1) The catalyst is C(Cl)Cl. The reactants are [CH3:1][O:2][C:3](=[O:11])[CH2:4][C:5]1[S:9][C:8]([NH2:10])=[N:7][CH:6]=1.[C:12]1([C:18](Cl)([C:25]2[CH:30]=[CH:29][CH:28]=[CH:27][CH:26]=2)[C:19]2[CH:24]=[CH:23][CH:22]=[CH:21][CH:20]=2)[CH:17]=[CH:16][CH:15]=[CH:14][CH:13]=1.C(N(CC)CC)C.O. The yield is 0.910. The product is [CH3:1][O:2][C:3](=[O:11])[CH2:4][C:5]1[S:9][C:8]([NH:10][C:18]([C:12]2[CH:17]=[CH:16][CH:15]=[CH:14][CH:13]=2)([C:25]2[CH:26]=[CH:27][CH:28]=[CH:29][CH:30]=2)[C:19]2[CH:20]=[CH:21][CH:22]=[CH:23][CH:24]=2)=[N:7][CH:6]=1. (2) The reactants are C(OC([NH:8][C@@:9]1([C:18]([OH:20])=O)[CH2:11][C@@H:10]1[C:12]1[CH:17]=[CH:16][CH:15]=[CH:14][CH:13]=1)=O)(C)(C)C.[CH2:21]([NH2:24])[CH2:22][CH3:23].CN(C(ON1N=NC2C=CC=NC1=2)=[N+](C)C)C.F[P-](F)(F)(F)(F)F.[F:49][C:50]([F:55])([F:54])[C:51]([OH:53])=[O:52]. No catalyst specified. The product is [F:49][C:50]([F:55])([F:54])[C:51]([OH:53])=[O:52].[NH2:8][C@@:9]1([C:18]([NH:24][CH2:21][CH2:22][CH3:23])=[O:20])[CH2:11][C@@H:10]1[C:12]1[CH:13]=[CH:14][CH:15]=[CH:16][CH:17]=1. The yield is 0.850.